Predict which catalyst facilitates the given reaction. From a dataset of Catalyst prediction with 721,799 reactions and 888 catalyst types from USPTO. (1) Reactant: [C:1]([Si:5]([CH3:32])([CH3:31])[O:6][CH:7]([C:25]1[CH:30]=[CH:29][CH:28]=[CH:27][CH:26]=1)[CH2:8][CH2:9][CH2:10][C:11]([N:13]1[CH:17]([C:18]2[CH:23]=[CH:22][CH:21]=[CH:20][CH:19]=2)[CH2:16][O:15][C:14]1=[O:24])=[O:12])([CH3:4])([CH3:3])[CH3:2].[CH3:33][O:34][C:35]1[CH:51]=[CH:50][C:38]([CH:39]=[N:40][C:41]2[CH:46]=[CH:45][C:44]([N+:47]([O-:49])=[O:48])=[CH:43][CH:42]=2)=[CH:37][CH:36]=1.C(N(C(C)C)CC)(C)C.C[Si](Cl)(C)C.S([O-])(O)=O.[Na+]. Product: [C:1]([Si:5]([CH3:32])([CH3:31])[O:6][CH:7]([C:25]1[CH:30]=[CH:29][CH:28]=[CH:27][CH:26]=1)[CH2:8][CH2:9][CH:10]([CH:39]([C:38]1[CH:50]=[CH:51][C:35]([O:34][CH3:33])=[CH:36][CH:37]=1)[NH:40][C:41]1[CH:42]=[CH:43][C:44]([N+:47]([O-:49])=[O:48])=[CH:45][CH:46]=1)[C:11]([N:13]1[CH:17]([C:18]2[CH:19]=[CH:20][CH:21]=[CH:22][CH:23]=2)[CH2:16][O:15][C:14]1=[O:24])=[O:12])([CH3:4])([CH3:3])[CH3:2]. The catalyst class is: 15. (2) Product: [CH3:1][C:2]1[O:3][C:4]([CH2:17][OH:18])=[C:5]([C:7]2[CH:16]=[CH:15][C:14]3[CH2:13][CH2:12][CH2:11][CH2:10][C:9]=3[CH:8]=2)[N:6]=1. Reactant: [CH3:1][C:2]1[O:3][C:4]([C:17](OC)=[O:18])=[C:5]([C:7]2[CH:16]=[CH:15][C:14]3[CH2:13][CH2:12][CH2:11][CH2:10][C:9]=3[CH:8]=2)[N:6]=1.[H-].[Al+3].[Li+].[H-].[H-].[H-].O. The catalyst class is: 27. (3) Reactant: [C:1]([O:5][C:6](=[O:32])[N:7]([C@H:11]1[CH2:19][CH2:18][CH2:17][C@H:16]([CH2:20][C:21]2[CH:26]=[CH:25][C:24]([O:27][CH3:28])=[CH:23][CH:22]=2)[C@@H:15]([OH:29])[C@H:14]([CH3:30])[O:13][C:12]1=[O:31])[CH2:8][O:9][CH3:10])([CH3:4])([CH3:3])[CH3:2].CCN(CC)CC.[CH:40]1([C:45](Cl)=[O:46])[CH2:44][CH2:43][CH2:42][CH2:41]1. Product: [CH:40]1([C:45]([O:29][C@@H:15]2[C@@H:16]([CH2:20][C:21]3[CH:26]=[CH:25][C:24]([O:27][CH3:28])=[CH:23][CH:22]=3)[CH2:17][CH2:18][CH2:19][C@H:11]([N:7]([C:6]([O:5][C:1]([CH3:2])([CH3:4])[CH3:3])=[O:32])[CH2:8][O:9][CH3:10])[C:12](=[O:31])[O:13][C@H:14]2[CH3:30])=[O:46])[CH2:44][CH2:43][CH2:42][CH2:41]1. The catalyst class is: 79.